Dataset: Reaction yield outcomes from USPTO patents with 853,638 reactions. Task: Predict the reaction yield, written as a fraction of the theoretical maximum amount of product (1.0 means a 100% yield; for example, 0.34 means a 34% yield). The reactants are C([N:8]1[CH2:12][CH:11]([C:13]2[CH:18]=[CH:17][CH:16]=[C:15]([Cl:19])[CH:14]=2)[CH:10]([N:20]([CH3:32])[CH2:21][C:22]2[CH:27]=[CH:26][C:25]([C:28]([F:31])([F:30])[F:29])=[CH:24][CH:23]=2)[CH2:9]1)C1C=CC=CC=1.ClC(OCC(Cl)(Cl)Cl)=O. The catalyst is CC#N. The product is [Cl:19][C:15]1[CH:14]=[C:13]([CH:11]2[CH2:12][NH:8][CH2:9][CH:10]2[N:20]([CH3:32])[CH2:21][C:22]2[CH:27]=[CH:26][C:25]([C:28]([F:31])([F:29])[F:30])=[CH:24][CH:23]=2)[CH:18]=[CH:17][CH:16]=1. The yield is 0.760.